Predict which catalyst facilitates the given reaction. From a dataset of Catalyst prediction with 721,799 reactions and 888 catalyst types from USPTO. Reactant: [Cl:1][C:2]1[N:7]=[C:6](Cl)[CH:5]=[CH:4][N:3]=1.[CH3:9][CH2:10][O-:11].[Na+]. The catalyst class is: 14. Product: [Cl:1][C:2]1[N:7]=[C:6]([O:11][CH2:10][CH3:9])[CH:5]=[CH:4][N:3]=1.